This data is from Human liver microsome stability data. The task is: Regression/Classification. Given a drug SMILES string, predict its absorption, distribution, metabolism, or excretion properties. Task type varies by dataset: regression for continuous measurements (e.g., permeability, clearance, half-life) or binary classification for categorical outcomes (e.g., BBB penetration, CYP inhibition). Dataset: hlm. (1) The drug is C[C@@H]1CCN(Cc2cccc(F)c2F)C[C@@H]1N(C)c1ncnc2[nH]ccc12. The result is 1 (stable in human liver microsomes). (2) The compound is CCc1nc2cc(Cl)ccn2c1C(=O)NCc1ccc(N2CCC(c3ccc(OC(F)(F)F)cc3)CC2)cc1. The result is 0 (unstable in human liver microsomes). (3) The compound is N#CC1(n2cc([C@@H](NC(=O)c3ccccc3F)C3CCCCC3)nn2)CC1. The result is 1 (stable in human liver microsomes). (4) The molecule is CCN1CCC2(CC1)CNC(=O)c1cc(-c3ccnc(-c4cc5ccccc5o4)n3)[nH]c12. The result is 0 (unstable in human liver microsomes). (5) The molecule is C=CCOc1cc(F)cc(C(=O)NNS(=O)(=O)c2ccccc2F)c1. The result is 1 (stable in human liver microsomes). (6) The result is 1 (stable in human liver microsomes). The compound is CC(C)(NC(=O)c1nn(-c2ccc(F)cc2F)c2c1C[C@H]1C[C@@H]21)c1ccncc1. (7) The compound is O=C(NCc1ccc(Cl)cc1Cl)c1ccc(OCC(F)(F)F)nc1. The result is 0 (unstable in human liver microsomes). (8) The compound is O=C(N[C@@H](Cc1c[nH]c2ccccc12)C(=O)Nc1ccncc1)c1ccc(C=Cc2ccc(Cl)cc2)cc1F. The result is 0 (unstable in human liver microsomes). (9) The drug is CCOc1cc(NC(=O)C2(NC(=O)c3ccc4c(C5CCCC5)c(-c5ncc(Cl)cn5)n(C)c4c3)CCC2)ncc1C=CC(=O)O. The result is 0 (unstable in human liver microsomes).